Task: Predict the reactants needed to synthesize the given product.. Dataset: Full USPTO retrosynthesis dataset with 1.9M reactions from patents (1976-2016) (1) Given the product [CH:22]([C:23]1[CH:24]=[C:25]([NH2:26])[N:11]([C:9]2[CH:8]=[CH:7][C:6]3[N:2]([CH3:1])[CH:3]=[N:4][C:5]=3[CH:10]=2)[N:12]=1)([CH3:28])[CH3:21], predict the reactants needed to synthesize it. The reactants are: [CH3:1][N:2]1[C:6]2[CH:7]=[CH:8][C:9]([NH2:11])=[CH:10][C:5]=2[N:4]=[CH:3]1.[N:12]([O-])=O.[Na+].O.O.Cl[Sn]Cl.[CH3:21][CH:22]([CH3:28])[C:23](=O)[CH2:24][C:25]#[N:26]. (2) The reactants are: [Si](O[C@H]([C@H]1C[C@@H](OCCC)CN1C(OC(C)(C)C)=O)[C@@H:10]([NH:20][C:21](=[O:31])[C:22]1[CH:27]=[CH:26][CH:25]=[C:24]([C:28](=[O:30])[NH2:29])[CH:23]=1)[CH2:11][C:12]1[CH:17]=C(F)C=C(F)C=1)(C(C)(C)C)(C)C.C(OC([C@@H:58]([CH2:81][C:82]1[CH:87]=[C:86]([F:88])[CH:85]=[C:84]([F:89])[CH:83]=1)[C@@H:59]([C@H:68]1[CH2:72][C@@H:71]([OH:73])[CH2:70][N:69]1C(OC(C)(C)C)=O)[O:60][Si](C(C)(C)C)(C)C)=O)C1C=CC=CC=1.C(O[C@H]1CN(C(OC(C)(C)C)=O)[C@@H]([C@@H](O[Si](C(C)(C)C)(C)C)[C@@H](C(OCC2C=CC=CC=2)=O)C[C:109]2[CH:114]=[C:113](F)[CH:112]=[C:111](F)[CH:110]=2)C1)C=C.[CH2:135]1N2CCN(CC2)C1.[OH-].[Na+].[O-][Mn](=O)(=O)=O.[K+]. Given the product [CH2:10]([N:20]([CH3:135])[C:21](=[O:31])[C:22]1[CH:27]=[CH:26][CH:25]=[C:24]([C:28]([NH:29][C@@H:58]([CH2:81][C:82]2[CH:83]=[C:84]([F:89])[CH:85]=[C:86]([F:88])[CH:87]=2)[C@H:59]([OH:60])[C@H:68]2[CH2:72][C:71]([OH:73])([C:109]3[CH:114]=[CH:113][CH:112]=[CH:111][CH:110]=3)[CH2:70][NH:69]2)=[O:30])[CH:23]=1)[CH2:11][CH2:12][CH3:17], predict the reactants needed to synthesize it. (3) Given the product [CH3:1][O:2][CH2:3][CH2:4][NH:5][C:6]([CH2:9][S:10][C:11]1[CH:16]=[CH:15][C:14]([NH:17][C:18]2[C:19](=[O:31])[NH:20][C:21](=[O:30])[C:22]=2[C:23]2[CH:28]=[CH:27][C:26]([Cl:29])=[CH:25][CH:24]=2)=[CH:13][CH:12]=1)=[O:7], predict the reactants needed to synthesize it. The reactants are: [CH3:1][O:2][CH2:3][CH2:4][NH2:5].[C:6]([CH2:9][S:10][C:11]1[CH:16]=[CH:15][C:14]([NH:17][C:18]2[C:19](=[O:31])[NH:20][C:21](=[O:30])[C:22]=2[C:23]2[CH:28]=[CH:27][C:26]([Cl:29])=[CH:25][CH:24]=2)=[CH:13][CH:12]=1)(O)=[O:7].Cl.CN(C)CCCN=C=NCC.ON1C2C=CC=CC=2N=N1. (4) Given the product [CH3:1][C:2]1[N:3]=[CH:4][O:5][C:6]=1[CH2:7][N:39]1[C:38]2[CH:40]=[C:41]([C:43]3[CH:48]=[CH:47][CH:46]=[CH:45][CH:44]=3)[S:42][C:37]=2[C:36](=[O:49])[N:35]([CH:50]2[CH2:55][CH2:54][N:53]([C:56]([O:58][C:59]([CH3:61])([CH3:60])[CH3:62])=[O:57])[CH2:52][CH2:51]2)[C:34]1=[O:33], predict the reactants needed to synthesize it. The reactants are: [CH3:1][C:2]1[N:3]=[CH:4][O:5][C:6]=1[CH2:7]O.BrC(Br)(Br)Br.C1(P(C2C=CC=CC=2)C2C=CC=CC=2)C=CC=CC=1.[O:33]=[C:34]1[NH:39][C:38]2[CH:40]=[C:41]([C:43]3[CH:48]=[CH:47][CH:46]=[CH:45][CH:44]=3)[S:42][C:37]=2[C:36](=[O:49])[N:35]1[CH:50]1[CH2:55][CH2:54][N:53]([C:56]([O:58][C:59]([CH3:62])([CH3:61])[CH3:60])=[O:57])[CH2:52][CH2:51]1.C(=O)([O-])[O-].[K+].[K+]. (5) Given the product [OH:2][CH2:3][CH2:4][CH:5]1[O:28][C:9]2([CH2:14][CH2:13][N:12]([C:15]([C:17]3[CH:22]=[CH:21][C:20]([O:23][CH:24]([CH3:26])[CH3:25])=[C:19]([CH3:27])[CH:18]=3)=[O:16])[CH2:11][CH2:10]2)[CH2:8][N:7]([CH2:40][C:41]([F:44])([F:43])[F:42])[CH2:6]1, predict the reactants needed to synthesize it. The reactants are: Cl.[OH:2][CH2:3][CH2:4][CH:5]1[O:28][C:9]2([CH2:14][CH2:13][N:12]([C:15]([C:17]3[CH:22]=[CH:21][C:20]([O:23][CH:24]([CH3:26])[CH3:25])=[C:19]([CH3:27])[CH:18]=3)=[O:16])[CH2:11][CH2:10]2)[CH2:8][NH:7][CH2:6]1.C([O-])(O)=O.[Na+].FC(F)(F)S(O[CH2:40][C:41]([F:44])([F:43])[F:42])(=O)=O. (6) Given the product [Cl:51][C:52]1[CH:53]=[CH:54][C:55]([O:70][CH3:71])=[C:56]([C:58]2[N:66]3[C:61]([CH:62]=[N:63][C:64]([NH:16][C:19]4[CH:20]=[C:21]([N:25]5[CH2:30][CH2:29][N:28]([CH2:43][C@@H:44]([OH:49])[CH3:45])[CH2:27][CH2:26]5)[CH:22]=[CH:23][CH:24]=4)=[N:65]3)=[CH:60][CH:59]=2)[CH:57]=1, predict the reactants needed to synthesize it. The reactants are: [N+](C1C=CC(N2CCNCC2)=CC=1)([O-])=O.[N+:16]([C:19]1[CH:20]=[C:21]([N:25]2[CH2:30][CH2:29][NH:28][CH2:27][CH2:26]2)[CH:22]=[CH:23][CH:24]=1)([O-])=O.CS(C1N=CC2=CC=C([C:43]3C=CC=[CH:45][C:44]=3[O:49]C)N2N=1)=O.[Cl:51][C:52]1[CH:53]=[CH:54][C:55]([O:70][CH3:71])=[C:56]([C:58]2[N:66]3[C:61]([CH:62]=[N:63][C:64](S(C)=O)=[N:65]3)=[CH:60][CH:59]=2)[CH:57]=1. (7) Given the product [I:12][C:11]1[C:6]([O:4][CH2:1][CH2:2][CH3:3])=[N:7][CH:8]=[CH:9][CH:10]=1, predict the reactants needed to synthesize it. The reactants are: [CH2:1]([OH:4])[CH2:2][CH3:3].F[C:6]1[C:11]([I:12])=[CH:10][CH:9]=[CH:8][N:7]=1. (8) The reactants are: [Mg].II.Br[C:5]1[CH:6]=[C:7]([CH:13]2[O:18][CH2:17][C:16]([CH3:20])([CH3:19])[CH2:15][O:14]2)[CH:8]=[CH:9][C:10]=1[O:11][CH3:12].[Na].[Cl:22][C:23]1[CH:24]=[C:25]2[C:29](=[CH:30][CH:31]=1)[NH:28][C:27](=[O:32])[C:26]2=[O:33].ClC1C=C2C(=CC=1)NC(=O)C2=O.[H-].[Na+].[Cl-].[NH4+]. Given the product [Cl:22][C:23]1[CH:24]=[C:25]2[C:29](=[CH:30][CH:31]=1)[NH:28][C:27](=[O:32])[C:26]2([C:5]1[CH:6]=[C:7]([CH:13]2[O:18][CH2:17][C:16]([CH3:20])([CH3:19])[CH2:15][O:14]2)[CH:8]=[CH:9][C:10]=1[O:11][CH3:12])[OH:33], predict the reactants needed to synthesize it. (9) Given the product [F:14][CH:12]([F:13])[C:11]1[CH:10]=[C:9]2[C:4]([CH2:5][CH2:6][CH2:7][N:8]2[C:15]2[C:19]3[CH2:20][N:21]([C:24]([NH:26][CH3:27])=[O:25])[CH2:22][CH2:23][C:18]=3[N:17]([CH:28]3[CH2:33][CH2:32][O:31][CH2:30][CH2:29]3)[N:16]=2)=[CH:3][C:2]=1[C:72]1[CH:73]=[CH:74][N:69]([CH3:68])[C:70](=[O:84])[CH:71]=1, predict the reactants needed to synthesize it. The reactants are: Br[C:2]1[CH:3]=[C:4]2[C:9](=[CH:10][C:11]=1[CH:12]([F:14])[F:13])[N:8]([C:15]1[C:19]3[CH2:20][N:21]([C:24]([NH:26][CH3:27])=[O:25])[CH2:22][CH2:23][C:18]=3[N:17]([CH:28]3[CH2:33][CH2:32][O:31][CH2:30][CH2:29]3)[N:16]=1)[CH2:7][CH2:6][CH2:5]2.C1(P(C2CCCCC2)C2C=CC=CC=2C2C(C(C)C)=CC(C(C)C)=CC=2C(C)C)CCCCC1.[CH3:68][N:69]1[CH:74]=[CH:73][C:72](B2OC(C)(C)C(C)(C)O2)=[CH:71][C:70]1=[O:84].C([O-])([O-])=O.[Na+].[Na+]. (10) Given the product [CH3:7][O:8][CH2:9][CH2:10][CH2:11][N:12]1[C:17]2[CH:18]=[C:19]([CH2:22][O:23][C@H:24]3[CH2:29][NH:28][CH2:27][C@@H:26]([O:40][CH2:41][C@H:42]([OH:44])[CH3:43])[C@@H:25]3[C:45]3[CH:50]=[CH:49][C:48]([CH2:51][O:52][CH2:53][CH2:54][S:55][CH3:56])=[CH:47][CH:46]=3)[CH:20]=[CH:21][C:16]=2[O:15][CH2:14][CH2:13]1, predict the reactants needed to synthesize it. The reactants are: [H-].[Al+3].[Li+].[H-].[H-].[H-].[CH3:7][O:8][CH2:9][CH2:10][CH2:11][N:12]1[C:17]2[CH:18]=[C:19]([CH2:22][O:23][C@H:24]3[CH2:29][N:28](S(C4C=CC(C)=CC=4)(=O)=O)[CH2:27][C@@H:26]([O:40][CH2:41][C@H:42]([OH:44])[CH3:43])[C@@H:25]3[C:45]3[CH:50]=[CH:49][C:48]([CH2:51][O:52][CH2:53][CH2:54][S:55][CH3:56])=[CH:47][CH:46]=3)[CH:20]=[CH:21][C:16]=2[O:15][CH2:14][CH2:13]1.